From a dataset of TCR-epitope binding with 47,182 pairs between 192 epitopes and 23,139 TCRs. Binary Classification. Given a T-cell receptor sequence (or CDR3 region) and an epitope sequence, predict whether binding occurs between them. The epitope is DPFRLLQNSQVFS. Result: 1 (the TCR binds to the epitope). The TCR CDR3 sequence is CSARTPDAPEAFF.